Dataset: Peptide-MHC class II binding affinity with 134,281 pairs from IEDB. Task: Regression. Given a peptide amino acid sequence and an MHC pseudo amino acid sequence, predict their binding affinity value. This is MHC class II binding data. (1) The peptide sequence is EKKYFIATQFEPLAA. The MHC is HLA-DPA10103-DPB10601 with pseudo-sequence HLA-DPA10103-DPB10601. The binding affinity (normalized) is 0.950. (2) The peptide sequence is AAGTYVAADAAAAST. The MHC is HLA-DQA10102-DQB10502 with pseudo-sequence HLA-DQA10102-DQB10502. The binding affinity (normalized) is 0.0727. (3) The peptide sequence is FDQLRETVEKIVDQY. The MHC is DRB1_0101 with pseudo-sequence DRB1_0101. The binding affinity (normalized) is 0.355. (4) The peptide sequence is AYESYKFIPALEAAV. The MHC is HLA-DQA10301-DQB10302 with pseudo-sequence HLA-DQA10301-DQB10302. The binding affinity (normalized) is 0.601.